This data is from Reaction yield outcomes from USPTO patents with 853,638 reactions. The task is: Predict the reaction yield, written as a fraction of the theoretical maximum amount of product (1.0 means a 100% yield; for example, 0.34 means a 34% yield). (1) The reactants are [N:1]1([CH:7]2[CH2:12][CH2:11][CH:10]([N:13]3[C:18](=[O:19])[C:17]([CH2:20][C:21]4[CH:26]=[CH:25][C:24]([C:27]5[C:28]([C:33]#[N:34])=[CH:29][CH:30]=[CH:31][CH:32]=5)=[CH:23][CH:22]=4)=[C:16]([CH2:35][CH2:36][CH3:37])[N:15]4[N:38]=[CH:39][N:40]=[C:14]34)[CH2:9][CH2:8]2)[CH2:6][CH2:5][O:4][CH2:3][CH2:2]1.C([Sn](=O)CCCC)CCC.[N:51]([Si](C)(C)C)=[N+:52]=[N-:53].C1(C)C=CC=CC=1. The catalyst is C(OCC)(=O)C. The product is [N:1]1([CH:7]2[CH2:12][CH2:11][CH:10]([N:13]3[C:18](=[O:19])[C:17]([CH2:20][C:21]4[CH:26]=[CH:25][C:24]([C:27]5[CH:32]=[CH:31][CH:30]=[CH:29][C:28]=5[C:33]5[NH:53][N:52]=[N:51][N:34]=5)=[CH:23][CH:22]=4)=[C:16]([CH2:35][CH2:36][CH3:37])[N:15]4[N:38]=[CH:39][N:40]=[C:14]34)[CH2:9][CH2:8]2)[CH2:6][CH2:5][O:4][CH2:3][CH2:2]1. The yield is 0.230. (2) The reactants are [Cl:1][C:2]1[CH:7]=[CH:6][C:5]([CH:8]2[CH2:10][N:9]2[S:11]([C:14]2[CH:19]=[CH:18][C:17]([N+:20]([O-:22])=[O:21])=[CH:16][CH:15]=2)(=[O:13])=[O:12])=[CH:4][CH:3]=1.[CH3:23][OH:24]. The catalyst is ClCCl. The product is [Cl:1][C:2]1[CH:7]=[CH:6][C:5]([CH:8]([O:24][CH3:23])[CH2:10][NH:9][S:11]([C:14]2[CH:19]=[CH:18][C:17]([N+:20]([O-:22])=[O:21])=[CH:16][CH:15]=2)(=[O:13])=[O:12])=[CH:4][CH:3]=1. The yield is 0.765. (3) The reactants are C[O:2][C:3]1[C:8]([C:9]2[CH:10]=[CH:11][C:12]3[C:13]4[N:27](C5CCCCO5)[N:26]=[CH:25][C:14]=4[C:15](=[O:24])[N:16]([CH2:19][C:20]([F:23])([F:22])[F:21])[C:17]=3[CH:18]=2)=[CH:7][CH:6]=[CH:5][N:4]=1.COC1C(C2C=CC3C4NN(C5CCCCO5)CC=4C(=O)N(CC(F)(F)F)C=3C=2)=CC=CN=1.Cl.O1CCOCC1.C(OC(C)C)(C)C. The catalyst is C(Cl)Cl.CO. The product is [OH:2][C:3]1[C:8]([C:9]2[CH:10]=[CH:11][C:12]3[C:13]4[NH:27][N:26]=[CH:25][C:14]=4[C:15](=[O:24])[N:16]([CH2:19][C:20]([F:23])([F:21])[F:22])[C:17]=3[CH:18]=2)=[CH:7][CH:6]=[CH:5][N:4]=1. The yield is 0.650.